From a dataset of NCI-60 drug combinations with 297,098 pairs across 59 cell lines. Regression. Given two drug SMILES strings and cell line genomic features, predict the synergy score measuring deviation from expected non-interaction effect. (1) Drug 1: C1CN(CCN1C(=O)CCBr)C(=O)CCBr. Drug 2: CC1C(C(CC(O1)OC2CC(CC3=C2C(=C4C(=C3O)C(=O)C5=CC=CC=C5C4=O)O)(C(=O)C)O)N)O. Cell line: T-47D. Synergy scores: CSS=38.0, Synergy_ZIP=-2.46, Synergy_Bliss=-0.770, Synergy_Loewe=-5.02, Synergy_HSA=-0.321. (2) Drug 1: CC1=C(C(=CC=C1)Cl)NC(=O)C2=CN=C(S2)NC3=CC(=NC(=N3)C)N4CCN(CC4)CCO. Drug 2: B(C(CC(C)C)NC(=O)C(CC1=CC=CC=C1)NC(=O)C2=NC=CN=C2)(O)O. Cell line: T-47D. Synergy scores: CSS=27.4, Synergy_ZIP=-2.31, Synergy_Bliss=-3.70, Synergy_Loewe=-11.5, Synergy_HSA=-1.43. (3) Drug 1: COC1=CC(=CC(=C1O)OC)C2C3C(COC3=O)C(C4=CC5=C(C=C24)OCO5)OC6C(C(C7C(O6)COC(O7)C8=CC=CS8)O)O. Drug 2: C(CN)CNCCSP(=O)(O)O. Cell line: U251. Synergy scores: CSS=43.1, Synergy_ZIP=2.80, Synergy_Bliss=2.57, Synergy_Loewe=-37.9, Synergy_HSA=2.77.